Dataset: Forward reaction prediction with 1.9M reactions from USPTO patents (1976-2016). Task: Predict the product of the given reaction. Given the reactants Cl[C:2]1[N:7]=[CH:6][C:5]([CH2:8][CH3:9])=[CH:4][N:3]=1.[NH2:10][CH:11]1[CH2:16][CH2:15][N:14]([C:17]([O:19][CH2:20][CH3:21])=[O:18])[CH2:13][CH2:12]1.C(N(CC)CC)C.O, predict the reaction product. The product is: [CH2:20]([O:19][C:17]([N:14]1[CH2:13][CH2:12][CH:11]([NH:10][C:2]2[N:7]=[CH:6][C:5]([CH2:8][CH3:9])=[CH:4][N:3]=2)[CH2:16][CH2:15]1)=[O:18])[CH3:21].